Dataset: Forward reaction prediction with 1.9M reactions from USPTO patents (1976-2016). Task: Predict the product of the given reaction. (1) Given the reactants CS(O[CH2:6][CH2:7][C:8]1[CH:13]=[CH:12][C:11]([C:14]#[N:15])=[C:10]([O:16][CH3:17])[C:9]=1[Cl:18])(=O)=O.C1CCN2C(=NCCC2)CC1, predict the reaction product. The product is: [Cl:18][C:9]1[C:10]([O:16][CH3:17])=[C:11]([C:14]#[N:15])[CH:12]=[CH:13][C:8]=1[CH:7]=[CH2:6]. (2) Given the reactants [CH2:1]([O:8][C:9]([NH:11][C@H:12]1[CH2:17][CH2:16][C@@H:15]([NH:18][C:19]([O:21][C:22]([CH3:25])([CH3:24])[CH3:23])=[O:20])[CH2:14][C@H:13]1[C:26]([OH:28])=O)=[O:10])[C:2]1[CH:7]=[CH:6][CH:5]=[CH:4][CH:3]=1.CN(C(ON1N=NC2[CH:40]=[CH:41][CH:42]=[N:43][C:38]1=2)=[N+](C)C)C.F[P-](F)(F)(F)(F)F.N1CCCC1.CCN(C(C)C)C(C)C, predict the reaction product. The product is: [CH2:1]([O:8][C:9](=[O:10])[NH:11][C@H:12]1[CH2:17][CH2:16][C@@H:15]([NH:18][C:19]([O:21][C:22]([CH3:23])([CH3:25])[CH3:24])=[O:20])[CH2:14][C@H:13]1[C:26]([N:43]1[CH2:42][CH2:41][CH2:40][CH2:38]1)=[O:28])[C:2]1[CH:3]=[CH:4][CH:5]=[CH:6][CH:7]=1. (3) Given the reactants [CH2:1]([N:3]1[CH2:8][C@@H:7]([CH3:9])[O:6][C:5](=[O:10])[CH2:4]1)[CH3:2].C[Si]([N-][Si](C)(C)C)(C)C.[Li+].O1CCCC1.C(C1C=CC=CC=1)C.Br[CH2:35][C:36]([O:38][CH3:39])=[O:37], predict the reaction product. The product is: [CH2:1]([N:3]1[CH2:8][C@@H:7]([CH3:9])[O:6][C:5](=[O:10])[CH:4]1[CH2:35][C:36]([O:38][CH3:39])=[O:37])[CH3:2]. (4) Given the reactants C([N:8]1[CH2:13][CH2:12][CH2:11][C@@H:10]([N:14]2[CH:23]=[CH:22][C:21]3[C:16](=[CH:17][CH:18]=[CH:19][CH:20]=3)[C:15]2=[O:24])[CH2:9]1)C1C=CC=CC=1, predict the reaction product. The product is: [NH:8]1[CH2:13][CH2:12][CH2:11][C@@H:10]([N:14]2[CH2:23][CH2:22][C:21]3[C:16](=[CH:17][CH:18]=[CH:19][CH:20]=3)[C:15]2=[O:24])[CH2:9]1.